The task is: Predict the reaction yield, written as a fraction of the theoretical maximum amount of product (1.0 means a 100% yield; for example, 0.34 means a 34% yield).. This data is from Reaction yield outcomes from USPTO patents with 853,638 reactions. (1) The catalyst is CS(C)=O.[Cu]I. The product is [CH3:14][C:9]1[N:10]=[CH:11][CH:12]=[C:13]2[C:8]=1[C:7](=[O:15])[N:6]([CH3:16])[C:5]1[CH:17]=[C:18]([O:19][CH2:20][C@@H:21]([NH:26][C:27](=[O:33])[O:28][C:29]([CH3:31])([CH3:30])[CH3:32])[CH2:22][CH:23]([CH3:24])[CH3:25])[C:2]([S:43]([CH3:42])(=[O:45])=[O:44])=[CH:3][C:4]2=1. The yield is 0.240. The reactants are I[C:2]1[C:18]([O:19][CH2:20][C@@H:21]([NH:26][C:27](=[O:33])[O:28][C:29]([CH3:32])([CH3:31])[CH3:30])[CH2:22][CH:23]([CH3:25])[CH3:24])=[CH:17][C:5]2[N:6]([CH3:16])[C:7](=[O:15])[C:8]3[C:13]([C:4]=2[CH:3]=1)=[CH:12][CH:11]=[N:10][C:9]=3[CH3:14].N1CCC[C@H]1C(O)=O.[CH3:42][S:43]([OH:45])=[O:44].[Na].[OH-].[Na+]. (2) The reactants are [Cl:1][C:2]1[N:11]=[C:10](Cl)[C:9]2[C:4](=[CH:5][CH:6]=[CH:7][CH:8]=2)[N:3]=1.[NH3:13]. The catalyst is C1COCC1.CCOC(C)=O. The product is [Cl:1][C:2]1[N:11]=[C:10]([NH2:13])[C:9]2[C:4](=[CH:5][CH:6]=[CH:7][CH:8]=2)[N:3]=1. The yield is 0.720. (3) The reactants are CC([O-])(C)C.[K+].CC1C=CC(S([CH2:17][N+:18]#[C-])(=O)=O)=CC=1.[F:20][C:21]1[CH:22]=[C:23]([CH:26]=[CH:27][C:28]=1[O:29][CH3:30])[CH:24]=O.CO. The yield is 0.580. The product is [F:20][C:21]1[CH:22]=[C:23]([CH2:24][C:17]#[N:18])[CH:26]=[CH:27][C:28]=1[O:29][CH3:30]. The catalyst is C1COCC1.O. (4) The yield is 0.170. The catalyst is CN(C)C=O. The reactants are CO.[NH2:3][C:4]1[C:9]([C:10]2[O:14][N:13]=[C:12]([CH2:15][C:16]3[CH:21]=[CH:20][C:19]([OH:22])=[CH:18][CH:17]=3)[CH:11]=2)=[CH:8][CH:7]=[C:6]([NH2:23])[N:5]=1.[OH-].[Na+].Br[CH2:27][C:28]1[CH:29]=[C:30]([CH:33]=[CH:34][CH:35]=1)[C:31]#[N:32]. The product is [NH2:3][C:4]1[C:9]([C:10]2[O:14][N:13]=[C:12]([CH2:15][C:16]3[CH:21]=[CH:20][C:19]([O:22][CH2:27][C:28]4[CH:29]=[C:30]([CH:33]=[CH:34][CH:35]=4)[C:31]#[N:32])=[CH:18][CH:17]=3)[CH:11]=2)=[CH:8][CH:7]=[C:6]([NH2:23])[N:5]=1. (5) The reactants are Br[C:2]1[CH2:7][CH2:6][CH2:5][C:4](=[O:8])[CH:3]=1.[C:9]1(B(O)O)[CH:14]=[CH:13][CH:12]=[CH:11][CH:10]=1.C([O-])([O-])=O.[K+].[K+]. The catalyst is [Pd].C(O)C. The product is [C:9]1([C:2]2[CH2:7][CH2:6][CH2:5][C:4](=[O:8])[CH:3]=2)[CH:14]=[CH:13][CH:12]=[CH:11][CH:10]=1. The yield is 0.750. (6) The reactants are [C:1]([C:5]1[CH:17]=[CH:16][C:15]2[C:14]3[C:9](=[CH:10][C:11]([C:18]([CH3:21])([CH3:20])[CH3:19])=[CH:12][CH:13]=3)[CH2:8][C:7]=2[CH:6]=1)([CH3:4])([CH3:3])[CH3:2].[CH3:22]CCCCC.C([Li])CCC.[C:33]([C:37]1[CH:38]=[CH:39][C:40](=[C:42]([CH3:44])[CH3:43])[CH:41]=1)([CH3:36])([CH3:35])[CH3:34]. The catalyst is C1COCC1.O. The product is [C:33]([C:37]1[CH:38]=[C:39]([CH3:22])[CH:40]([C:42]([C:10]2[C:9]3[CH2:8][C:7]4[C:15](=[CH:16][CH:17]=[C:5]([C:1]([CH3:4])([CH3:3])[CH3:2])[CH:6]=4)[C:14]=3[CH:13]=[CH:12][C:11]=2[C:18]([CH3:21])([CH3:20])[CH3:19])([CH3:44])[CH3:43])[CH:41]=1)([CH3:36])([CH3:35])[CH3:34]. The yield is 0.715.